Task: Predict the reaction yield, written as a fraction of the theoretical maximum amount of product (1.0 means a 100% yield; for example, 0.34 means a 34% yield).. Dataset: Reaction yield outcomes from USPTO patents with 853,638 reactions (1) The reactants are [C:1]([O:5][C:6]([N:8]1[C:16]2[C:11](=[CH:12][CH:13]=[CH:14][C:15]=2[C:17]([OH:19])=[O:18])[CH2:10][CH2:9]1)=[O:7])([CH3:4])([CH3:3])[CH3:2].CI.[C:22](=O)([O-])[O-].[K+].[K+]. The catalyst is CC(C)=O. The yield is 0.800. The product is [N:8]1([C:6]([O:5][C:1]([CH3:4])([CH3:2])[CH3:3])=[O:7])[C:16]2[C:11](=[CH:12][CH:13]=[CH:14][C:15]=2[C:17]([O:19][CH3:22])=[O:18])[CH2:10][CH2:9]1. (2) The reactants are [Cl:1][C:2]1[CH:3]=[C:4]([NH:8][C:9]([N:11]2[CH2:16][CH2:15][C:14]3[NH:17][N:18]=[C:19]([C:20]([OH:22])=O)[C:13]=3[CH2:12]2)=[O:10])[CH:5]=[CH:6][CH:7]=1.[O:23]1[CH2:27][CH2:26][CH2:25][NH:24]1.CCN(C(C)C)C(C)C.CN(C(ON1N=NC2C=CC=NC1=2)=[N+](C)C)C.F[P-](F)(F)(F)(F)F. The catalyst is CN(C=O)C. The product is [Cl:1][C:2]1[CH:3]=[C:4]([NH:8][C:9]([N:11]2[CH2:16][CH2:15][C:14]3[NH:17][N:18]=[C:19]([C:20]([N:24]4[CH2:25][CH2:26][CH2:27][O:23]4)=[O:22])[C:13]=3[CH2:12]2)=[O:10])[CH:5]=[CH:6][CH:7]=1. The yield is 0.373. (3) The reactants are [C:1]([O:5][C:6](=[O:37])[NH:7][CH2:8][CH:9]([C:30]1[CH:35]=[CH:34][CH:33]=[C:32]([NH2:36])[CH:31]=1)[NH:10][C:11]([C:13]1[S:29][C:16]2=[N:17][C:18]3[CH2:19][CH2:20][CH:21]([C:25]([CH3:28])([CH3:27])[CH3:26])[CH2:22][C:23]=3[CH:24]=[C:15]2[CH:14]=1)=[O:12])([CH3:4])([CH3:3])[CH3:2].C(N(CC)CC)C.[C:45](Cl)(=[O:47])[CH3:46]. The catalyst is C(Cl)Cl. The product is [C:1]([O:5][C:6](=[O:37])[NH:7][CH2:8][CH:9]([C:30]1[CH:35]=[CH:34][CH:33]=[C:32]([NH:36][C:45](=[O:47])[CH3:46])[CH:31]=1)[NH:10][C:11]([C:13]1[S:29][C:16]2=[N:17][C:18]3[CH2:19][CH2:20][CH:21]([C:25]([CH3:28])([CH3:27])[CH3:26])[CH2:22][C:23]=3[CH:24]=[C:15]2[CH:14]=1)=[O:12])([CH3:2])([CH3:3])[CH3:4]. The yield is 0.970. (4) The reactants are Br[C:2]1[CH:3]=[CH:4][C:5]([Cl:19])=[C:6]([CH:18]=1)[CH2:7][C:8]1[CH:17]=[CH:16][C:11]2[O:12][CH2:13][CH2:14][O:15][C:10]=2[CH:9]=1.C([Li])CCC.[CH2:25]([O:32][C@@H:33]1[C@@H:38]([O:39][CH2:40][C:41]2[CH:46]=[CH:45][CH:44]=[CH:43][CH:42]=2)[C@H:37]([O:47][CH2:48][C:49]2[CH:54]=[CH:53][CH:52]=[CH:51][CH:50]=2)[C@@H:36]([CH2:55][O:56][CH2:57][C:58]2[CH:63]=[CH:62][CH:61]=[CH:60][CH:59]=2)[S:35][C:34]1=[O:64])[C:26]1[CH:31]=[CH:30][CH:29]=[CH:28][CH:27]=1. The catalyst is O1CCCC1. The product is [CH2:25]([O:32][C@@H:33]1[C@@H:38]([O:39][CH2:40][C:41]2[CH:46]=[CH:45][CH:44]=[CH:43][CH:42]=2)[C@H:37]([O:47][CH2:48][C:49]2[CH:50]=[CH:51][CH:52]=[CH:53][CH:54]=2)[C@@H:36]([CH2:55][O:56][CH2:57][C:58]2[CH:59]=[CH:60][CH:61]=[CH:62][CH:63]=2)[S:35][C:34]1([C:2]1[CH:3]=[CH:4][C:5]([Cl:19])=[C:6]([CH2:7][C:8]2[CH:17]=[CH:16][C:11]3[O:12][CH2:13][CH2:14][O:15][C:10]=3[CH:9]=2)[CH:18]=1)[OH:64])[C:26]1[CH:31]=[CH:30][CH:29]=[CH:28][CH:27]=1. The yield is 0.950. (5) The reactants are [Br:1][C:2]1[C:7]([N+:8]([O-])=O)=[CH:6][CH:5]=[CH:4][C:3]=1[CH3:11].Cl. The catalyst is CCO.[Fe]. The product is [Br:1][C:2]1[C:3]([CH3:11])=[CH:4][CH:5]=[CH:6][C:7]=1[NH2:8]. The yield is 0.900. (6) The reactants are C[O:2][C:3]([C:5]1[CH:33]=[CH:32][C:8]2[N:9]=[C:10]([C:12]([C:17]3[CH:22]=[CH:21][C:20]([O:23][CH2:24][C:25](=[O:30])[C:26]([CH3:29])([CH3:28])[CH3:27])=[C:19]([CH3:31])[CH:18]=3)([CH2:15][CH3:16])[CH2:13][CH3:14])[O:11][C:7]=2[CH:6]=1)=[O:4].[OH-].[Na+]. The catalyst is CO.C1COCC1. The product is [CH3:29][C:26]([CH3:27])([CH3:28])[C:25](=[O:30])[CH2:24][O:23][C:20]1[CH:21]=[CH:22][C:17]([C:12]([C:10]2[O:11][C:7]3[CH:6]=[C:5]([C:3]([OH:4])=[O:2])[CH:33]=[CH:32][C:8]=3[N:9]=2)([CH2:13][CH3:14])[CH2:15][CH3:16])=[CH:18][C:19]=1[CH3:31]. The yield is 0.970. (7) The reactants are [CH3:1][C:2]1([CH3:21])[CH2:7][C:6](=[N:8][NH:9]S(C2C=CC(C)=CC=2)(=O)=O)[CH2:5][C:4](=[O:20])[CH2:3]1.[F:22][C:23]([F:34])([F:33])[C:24](O[C:24](=O)[C:23]([F:34])([F:33])[F:22])=O.CO.O. The catalyst is O1CCCC1.C(N(CC)CC)C.[Cl-].[NH4+]. The product is [CH3:21][C:2]1([CH3:1])[CH2:7][C:6]2[NH:8][N:9]=[C:24]([C:23]([F:34])([F:33])[F:22])[C:5]=2[C:4](=[O:20])[CH2:3]1. The yield is 0.410. (8) The reactants are [C:1]([N:9]1[CH2:22][CH2:21][C:20]2[C:19]3[CH:18]=[C:17](Br)[CH:16]=[CH:15][C:14]=3[NH:13][C:12]=2[CH2:11][CH2:10]1)(=[O:8])[C:2]1[CH:7]=[CH:6][CH:5]=[CH:4][CH:3]=1.N#N.[CH3:26][O:27][C:28]1[CH:33]=[CH:32][C:31](B2OB([C:31]3[CH:32]=[CH:33][C:28]([O:27][CH3:26])=[CH:29][C:30]=3[CH3:58])OB([C:31]3[CH:32]=[CH:33][C:28]([O:27][CH3:26])=[CH:29][C:30]=3[CH3:58])O2)=[C:30]([CH3:58])[CH:29]=1.C([O-])([O-])=O.[Na+].[Na+]. The catalyst is COCCOC.CO. The product is [C:1]([N:9]1[CH2:22][CH2:21][C:20]2[C:19]3[CH:18]=[C:17]([C:31]4[CH:32]=[CH:33][C:28]([O:27][CH3:26])=[CH:29][C:30]=4[CH3:58])[CH:16]=[CH:15][C:14]=3[NH:13][C:12]=2[CH2:11][CH2:10]1)(=[O:8])[C:2]1[CH:7]=[CH:6][CH:5]=[CH:4][CH:3]=1. The yield is 0.370. (9) The reactants are [N:1]1([C:7]2[C:8]3[N:16]=[C:15]([C:17]4[CH:18]=[N:19][CH:20]=[CH:21][CH:22]=4)[S:14][C:9]=3[N:10]=[C:11]([NH2:13])[N:12]=2)[CH2:6][CH2:5][NH:4][CH2:3][CH2:2]1.[C:23]([C:25]1[CH:30]=[CH:29][C:28]([N:31]=[C:32]=[O:33])=[CH:27][CH:26]=1)#[N:24]. No catalyst specified. The product is [NH2:13][C:11]1[N:12]=[C:7]([N:1]2[CH2:6][CH2:5][N:4]([C:32]([NH:31][C:28]3[CH:29]=[CH:30][C:25]([C:23]#[N:24])=[CH:26][CH:27]=3)=[O:33])[CH2:3][CH2:2]2)[C:8]2[N:16]=[C:15]([C:17]3[CH:18]=[N:19][CH:20]=[CH:21][CH:22]=3)[S:14][C:9]=2[N:10]=1. The yield is 0.530.